This data is from Peptide-MHC class I binding affinity with 185,985 pairs from IEDB/IMGT. The task is: Regression. Given a peptide amino acid sequence and an MHC pseudo amino acid sequence, predict their binding affinity value. This is MHC class I binding data. The peptide sequence is RRIYDLIEL. The MHC is HLA-A03:01 with pseudo-sequence HLA-A03:01. The binding affinity (normalized) is 0.